From a dataset of NCI-60 drug combinations with 297,098 pairs across 59 cell lines. Regression. Given two drug SMILES strings and cell line genomic features, predict the synergy score measuring deviation from expected non-interaction effect. (1) Drug 1: C1CCC(C1)C(CC#N)N2C=C(C=N2)C3=C4C=CNC4=NC=N3. Drug 2: CC1C(C(CC(O1)OC2CC(OC(C2O)C)OC3=CC4=CC5=C(C(=O)C(C(C5)C(C(=O)C(C(C)O)O)OC)OC6CC(C(C(O6)C)O)OC7CC(C(C(O7)C)O)OC8CC(C(C(O8)C)O)(C)O)C(=C4C(=C3C)O)O)O)O. Cell line: IGROV1. Synergy scores: CSS=4.69, Synergy_ZIP=-1.71, Synergy_Bliss=2.42, Synergy_Loewe=2.31, Synergy_HSA=2.22. (2) Drug 1: CNC(=O)C1=CC=CC=C1SC2=CC3=C(C=C2)C(=NN3)C=CC4=CC=CC=N4. Drug 2: C(CC(=O)O)C(=O)CN.Cl. Cell line: KM12. Synergy scores: CSS=21.4, Synergy_ZIP=-1.73, Synergy_Bliss=1.57, Synergy_Loewe=-11.9, Synergy_HSA=3.00. (3) Drug 1: CN(C)C1=NC(=NC(=N1)N(C)C)N(C)C. Drug 2: CC(C)NC(=O)C1=CC=C(C=C1)CNNC.Cl. Cell line: LOX IMVI. Synergy scores: CSS=3.59, Synergy_ZIP=-4.99, Synergy_Bliss=-1.71, Synergy_Loewe=1.54, Synergy_HSA=1.54. (4) Drug 2: C1CCC(CC1)NC(=O)N(CCCl)N=O. Drug 1: CC1OCC2C(O1)C(C(C(O2)OC3C4COC(=O)C4C(C5=CC6=C(C=C35)OCO6)C7=CC(=C(C(=C7)OC)O)OC)O)O. Synergy scores: CSS=41.8, Synergy_ZIP=2.10, Synergy_Bliss=6.11, Synergy_Loewe=-3.45, Synergy_HSA=5.60. Cell line: HOP-62. (5) Drug 1: CNC(=O)C1=CC=CC=C1SC2=CC3=C(C=C2)C(=NN3)C=CC4=CC=CC=N4. Drug 2: C(CCl)NC(=O)N(CCCl)N=O. Cell line: LOX IMVI. Synergy scores: CSS=21.9, Synergy_ZIP=-7.00, Synergy_Bliss=0.449, Synergy_Loewe=0.00235, Synergy_HSA=0.635. (6) Synergy scores: CSS=30.0, Synergy_ZIP=2.66, Synergy_Bliss=10.8, Synergy_Loewe=-3.80, Synergy_HSA=7.65. Drug 1: C1=CC(=C2C(=C1NCCNCCO)C(=O)C3=C(C=CC(=C3C2=O)O)O)NCCNCCO. Cell line: NCI-H322M. Drug 2: CC(C)CN1C=NC2=C1C3=CC=CC=C3N=C2N. (7) Drug 1: CNC(=O)C1=CC=CC=C1SC2=CC3=C(C=C2)C(=NN3)C=CC4=CC=CC=N4. Drug 2: CCN(CC)CCNC(=O)C1=C(NC(=C1C)C=C2C3=C(C=CC(=C3)F)NC2=O)C. Cell line: HCT116. Synergy scores: CSS=6.54, Synergy_ZIP=-2.00, Synergy_Bliss=-2.73, Synergy_Loewe=-4.13, Synergy_HSA=-2.86. (8) Drug 1: CNC(=O)C1=NC=CC(=C1)OC2=CC=C(C=C2)NC(=O)NC3=CC(=C(C=C3)Cl)C(F)(F)F. Drug 2: CC(C)(C#N)C1=CC(=CC(=C1)CN2C=NC=N2)C(C)(C)C#N. Cell line: EKVX. Synergy scores: CSS=2.26, Synergy_ZIP=1.37, Synergy_Bliss=3.01, Synergy_Loewe=3.71, Synergy_HSA=1.54. (9) Drug 1: COC1=CC(=CC(=C1O)OC)C2C3C(COC3=O)C(C4=CC5=C(C=C24)OCO5)OC6C(C(C7C(O6)COC(O7)C8=CC=CS8)O)O. Drug 2: C(CN)CNCCSP(=O)(O)O. Cell line: CAKI-1. Synergy scores: CSS=44.4, Synergy_ZIP=-4.15, Synergy_Bliss=-3.28, Synergy_Loewe=-11.6, Synergy_HSA=1.38.